Dataset: Reaction yield outcomes from USPTO patents with 853,638 reactions. Task: Predict the reaction yield, written as a fraction of the theoretical maximum amount of product (1.0 means a 100% yield; for example, 0.34 means a 34% yield). (1) The reactants are [N+:1]([C:4]1[C:12]([N+:13]([O-:15])=[O:14])=[CH:11][CH:10]=[C:6]([C:7]([OH:9])=O)[C:5]=1[C:16]([OH:18])=O)([O-:3])=[O:2].[CH2:19]([O:21][C:22]1[CH:23]=[C:24]([CH:30]([NH2:36])[CH2:31][S:32]([CH3:35])(=[O:34])=[O:33])[CH:25]=[CH:26][C:27]=1[O:28][CH3:29])[CH3:20]. The catalyst is C1(C)C=CC=CC=1. The product is [CH2:19]([O:21][C:22]1[CH:23]=[C:24]([CH:30]([N:36]2[C:16](=[O:18])[C:5]3[C:6](=[CH:10][CH:11]=[C:12]([N+:13]([O-:15])=[O:14])[C:4]=3[N+:1]([O-:3])=[O:2])[C:7]2=[O:9])[CH2:31][S:32]([CH3:35])(=[O:34])=[O:33])[CH:25]=[CH:26][C:27]=1[O:28][CH3:29])[CH3:20]. The yield is 0.490. (2) The reactants are [NH2:1][C:2]1[CH:3]=[C:4]2[C:9](=[CH:10][CH:11]=1)[C:8](=O)[CH2:7][CH2:6][CH2:5]2.Cl.[NH2:14][OH:15].C([O-])(=O)C.[Na+]. The catalyst is C(O)C.O. The product is [NH2:1][C:2]1[CH:3]=[C:4]2[C:9](=[CH:10][CH:11]=1)[C:8](=[N:14][OH:15])[CH2:7][CH2:6][CH2:5]2. The yield is 0.830.